This data is from Catalyst prediction with 721,799 reactions and 888 catalyst types from USPTO. The task is: Predict which catalyst facilitates the given reaction. (1) Product: [F:1][C:2]1[C:11]([F:12])=[CH:10][CH:9]=[C:8]2[C:3]=1[C:4](=[O:51])[NH:5][C:6]([C:13]([NH:15][CH2:16][C:17]1[CH:22]=[CH:21][CH:20]=[C:19]([O:23][CH2:24][CH2:25][O:26][C:27]3[N:31]=[CH:30][NH:29][N:28]=3)[CH:18]=1)=[O:14])=[N:7]2. The catalyst class is: 4. Reactant: [F:1][C:2]1[C:11]([F:12])=[CH:10][CH:9]=[C:8]2[C:3]=1[C:4](=[O:51])[NH:5][C:6]([C:13]([NH:15][CH2:16][C:17]1[CH:22]=[CH:21][CH:20]=[C:19]([O:23][CH2:24][CH2:25][O:26][C:27]3[N:31]=[CH:30][N:29](C(C4C=CC=CC=4)(C4C=CC=CC=4)C4C=CC=CC=4)[N:28]=3)[CH:18]=1)=[O:14])=[N:7]2.FC(F)(F)C(O)=O.C([SiH](CC)CC)C. (2) Product: [OH:24][B:14]1[C:13]2[CH:12]=[C:11]([O:25][C:26]3[CH:31]=[N:30][CH:29]=[CH:28][N:27]=3)[CH:10]=[C:9]([OH:8])[C:17]=2[CH:16]([CH2:18][C:19]([O:21][CH2:22][CH3:23])=[O:20])[O:15]1. The catalyst class is: 50. Reactant: C([O:8][C:9]1[C:17]2[CH:16]([CH2:18][C:19]([O:21][CH2:22][CH3:23])=[O:20])[O:15][B:14]([OH:24])[C:13]=2[CH:12]=[C:11]([O:25][C:26]2[CH:31]=[N:30][CH:29]=[CH:28][N:27]=2)[CH:10]=1)C1C=CC=CC=1. (3) Reactant: [C:1]1([CH2:7][C:8](=[O:16])[CH2:9]P(=O)(OC)OC)[CH:6]=[CH:5][CH:4]=[CH:3][CH:2]=1.[H-].[Na+].[C:19]([CH2:21][CH2:22][CH2:23][CH2:24][CH2:25][CH2:26][N:27]1[C@@H:31]([CH:32]=O)[CH2:30][N:29]([C:34]([O:36][CH2:37][C:38]2[CH:43]=[CH:42][CH:41]=[CH:40][CH:39]=2)=[O:35])[C:28]1=[O:44])#[N:20].[Cl-].[NH4+]. Product: [C:19]([CH2:21][CH2:22][CH2:23][CH2:24][CH2:25][CH2:26][N:27]1[C@@H:31](/[CH:32]=[CH:9]/[C:8](=[O:16])[CH2:7][C:1]2[CH:2]=[CH:3][CH:4]=[CH:5][CH:6]=2)[CH2:30][N:29]([C:34]([O:36][CH2:37][C:38]2[CH:39]=[CH:40][CH:41]=[CH:42][CH:43]=2)=[O:35])[C:28]1=[O:44])#[N:20]. The catalyst class is: 1. (4) The catalyst class is: 576. Reactant: [Cl:1][C:2]1[CH:29]=[CH:28][C:5]2[NH:6][C:7](=[O:27])[CH:8]([CH2:19][C:20]3[CH:25]=[CH:24][CH:23]=[CH:22][C:21]=3[Cl:26])[N:9]=[C:10]([C:11]3[CH:16]=[CH:15][C:14]([O:17]C)=[CH:13][CH:12]=3)[C:4]=2[CH:3]=1.B(Br)(Br)Br. Product: [Cl:1][C:2]1[CH:29]=[CH:28][C:5]2[NH:6][C:7](=[O:27])[CH:8]([CH2:19][C:20]3[CH:25]=[CH:24][CH:23]=[CH:22][C:21]=3[Cl:26])[N:9]=[C:10]([C:11]3[CH:12]=[CH:13][C:14]([OH:17])=[CH:15][CH:16]=3)[C:4]=2[CH:3]=1. (5) Reactant: [CH2:1]([NH:3][C:4](=[O:46])[NH:5][C:6]1[C:10]2[CH:11]=[N:12][C:13]([NH:15][C:16]([NH:18][C@@H:19]([C:21]3[CH:26]=[CH:25][CH:24]=[CH:23][CH:22]=3)[CH3:20])=[O:17])=[CH:14][C:9]=2[N:8](C(C2C=CC=CC=2)(C2C=CC=CC=2)C2C=CC=CC=2)[N:7]=1)[CH3:2].C([SiH](CC)CC)C. The catalyst class is: 67. Product: [CH2:1]([NH:3][C:4](=[O:46])[NH:5][C:6]1[C:10]2[CH:11]=[N:12][C:13]([NH:15][C:16]([NH:18][C@@H:19]([C:21]3[CH:26]=[CH:25][CH:24]=[CH:23][CH:22]=3)[CH3:20])=[O:17])=[CH:14][C:9]=2[NH:8][N:7]=1)[CH3:2]. (6) Reactant: [C:1]12([CH2:11][N:12]3[CH:16]=[CH:15][CH:14]=[N:13]3)[CH2:10][CH:5]3[CH2:6][CH:7]([CH2:9][CH:3]([CH2:4]3)[CH2:2]1)[CH2:8]2.[CH2:17]([Li])CCC.IC.O. Product: [C:1]12([CH2:11][N:12]3[C:16]([CH3:17])=[CH:15][CH:14]=[N:13]3)[CH2:2][CH:3]3[CH2:9][CH:7]([CH2:6][CH:5]([CH2:4]3)[CH2:10]1)[CH2:8]2. The catalyst class is: 7. (7) Reactant: [NH2:1][C:2]1[CH:10]=[C:9]2[C:5]([CH:6]=[C:7]([C:11]([OH:13])=[O:12])[NH:8]2)=[CH:4][C:3]=1[O:14][CH2:15][C:16]1[CH:21]=[CH:20][CH:19]=[CH:18][CH:17]=1.C(OCC)(=O)C.C(=O)(O)[O-].[Na+].[CH2:33](O)[CH2:34][CH:35]([CH3:37])[CH3:36]. Product: [CH3:36][CH:35]([CH3:37])[CH2:34][CH2:33][O:12][C:11]([C:7]1[NH:8][C:9]2[C:5]([CH:6]=1)=[CH:4][C:3]([O:14][CH2:15][C:16]1[CH:21]=[CH:20][CH:19]=[CH:18][CH:17]=1)=[C:2]([NH2:1])[CH:10]=2)=[O:13]. The catalyst class is: 65. (8) Reactant: [F:1][C:2]1[CH:7]=[CH:6][CH:5]=[C:4]([F:8])[C:3]=1[N:9]1[C:14]2[N:15]=[C:16](S(C)=O)[N:17]=[C:18]([C:19]3[CH:20]=[C:21]([CH:28]=[CH:29][C:30]=3[CH3:31])[C:22]([NH:24][CH:25]([CH3:27])[CH3:26])=[O:23])[C:13]=2[CH2:12][NH:11][C:10]1=[O:35].[CH2:36]([N:40]([CH2:45][CH2:46][CH2:47][CH3:48])[CH2:41][CH2:42][CH2:43][NH2:44])[CH2:37][CH2:38][CH3:39]. Product: [CH2:36]([N:40]([CH2:45][CH2:46][CH2:47][CH3:48])[CH2:41][CH2:42][CH2:43][NH:44][C:16]1[N:17]=[C:18]([C:19]2[CH:20]=[C:21]([CH:28]=[CH:29][C:30]=2[CH3:31])[C:22]([NH:24][CH:25]([CH3:27])[CH3:26])=[O:23])[C:13]2[CH2:12][NH:11][C:10](=[O:35])[N:9]([C:3]3[C:2]([F:1])=[CH:7][CH:6]=[CH:5][C:4]=3[F:8])[C:14]=2[N:15]=1)[CH2:37][CH2:38][CH3:39]. The catalyst class is: 1. (9) Product: [CH:24]1([N:2]2[CH2:3][CH2:4][CH:5]([O:8][C:9]3[N:14]=[CH:13][C:12]([C:15]4[CH:16]=[CH:17][C:18](=[O:21])[NH:19][N:20]=4)=[CH:11][CH:10]=3)[CH2:6][CH2:7]2)[CH2:28][CH2:27][CH2:26][CH2:25]1. Reactant: Cl.[NH:2]1[CH2:7][CH2:6][CH:5]([O:8][C:9]2[N:14]=[CH:13][C:12]([C:15]3[CH:16]=[CH:17][C:18](=[O:21])[NH:19][N:20]=3)=[CH:11][CH:10]=2)[CH2:4][CH2:3]1.CO.[C:24]1(=O)[CH2:28][CH2:27][CH2:26][CH2:25]1.C([BH3-])#N.[Na+]. The catalyst class is: 640.